From a dataset of Forward reaction prediction with 1.9M reactions from USPTO patents (1976-2016). Predict the product of the given reaction. (1) Given the reactants [Br:1][C:2]1[CH:7]=[CH:6][C:5]([C:8]2[N:9]=[C:10]([C:22]3[CH:27]=[CH:26][CH:25]=[C:24]([Cl:28])[CH:23]=3)[O:11][C:12]=2[C@@H:13]2[CH2:18][CH2:17][CH2:16][CH2:15][C@H:14]2[C:19]([OH:21])=O)=[CH:4][CH:3]=1.F[P-](F)(F)(F)(F)F.N1(OC(N(C)C)=[N+](C)C)[C:40]2[N:41]=C[CH:43]=[CH:44][C:39]=2[N:38]=N1.Cl.NC1(C#N)CC1.C(N(CC)C(C)C)(C)C, predict the reaction product. The product is: [Br:1][C:2]1[CH:3]=[CH:4][C:5]([C:8]2[N:9]=[C:10]([C:22]3[CH:27]=[CH:26][CH:25]=[C:24]([Cl:28])[CH:23]=3)[O:11][C:12]=2[C@@H:13]2[CH2:18][CH2:17][CH2:16][CH2:15][C@H:14]2[C:19]([NH:38][C:39]2([C:40]#[N:41])[CH2:43][CH2:44]2)=[O:21])=[CH:6][CH:7]=1. (2) Given the reactants [F:1][C:2]1([F:32])[CH2:7][CH2:6][N:5]([C:8]([C:10]2[NH:11][C:12]3[C:17]([CH:18]=2)=[CH:16][C:15]([C:19]([N:21]2[CH2:25][CH2:24][CH2:23][C@@H:22]2CN2CCCC2)=[O:20])=[CH:14][CH:13]=3)=[O:9])[CH2:4][CH2:3]1.[H-].[Na+].CS(O[CH2:40][C:41]([F:44])([F:43])[F:42])(=O)=O.[CH3:45][N:46](C)[CH:47]=O, predict the reaction product. The product is: [F:1][C:2]1([F:32])[CH2:3][CH2:4][N:5]([C:8]([C:10]2[N:11]([CH2:40][C:41]([F:44])([F:43])[F:42])[C:12]3[C:17]([CH:18]=2)=[CH:16][C:15]([C:19]([N:21]2[CH2:25][CH2:24][C@@H:23]([N:46]([CH3:47])[CH3:45])[CH2:22]2)=[O:20])=[CH:14][CH:13]=3)=[O:9])[CH2:6][CH2:7]1. (3) Given the reactants O[C:2]([CH3:11])([CH2:7][CH2:8][CH:9]=[CH2:10])[CH2:3][C:4](O)=[O:5].C([O-])(=O)C.[K+].C1(C)C=CC=CC=1, predict the reaction product. The product is: [CH3:11][C:2]1[C@H:3]2[C@H:9]([CH2:10][C:4]2=[O:5])[CH2:8][CH:7]=1. (4) Given the reactants C(N(CC)CC)C.[OH:8][CH2:9][C:10]([NH:13][C:14]1[S:15][CH:16]=[C:17]([C:19]2[CH:20]=[C:21]([C:25]#[N:26])[N:22]([CH3:24])[CH:23]=2)[N:18]=1)([CH3:12])[CH3:11].Cl[C:28](Cl)([O:30]C(=O)OC(Cl)(Cl)Cl)Cl.O.C(OCC)(=O)C, predict the reaction product. The product is: [CH3:11][C:10]1([CH3:12])[CH2:9][O:8][C:28](=[O:30])[N:13]1[C:14]1[S:15][CH:16]=[C:17]([C:19]2[CH:20]=[C:21]([C:25]#[N:26])[N:22]([CH3:24])[CH:23]=2)[N:18]=1. (5) Given the reactants [Cl:1][C:2]1[C:7]([F:8])=[C:6]([NH2:9])[CH:5]=[CH:4][N:3]=1.[Cl:10][C:11]1[CH:19]=[C:18]([I:20])[CH:17]=[C:16]([Cl:21])[C:12]=1[C:13](Cl)=[O:14].C(N(CC)CC)C, predict the reaction product. The product is: [Cl:10][C:11]1[CH:19]=[C:18]([I:20])[CH:17]=[C:16]([Cl:21])[C:12]=1[C:13]([NH:9][C:6]1[CH:5]=[CH:4][N:3]=[C:2]([Cl:1])[C:7]=1[F:8])=[O:14]. (6) Given the reactants [C:1](O[C@@H]([C@H](OC(=O)C1C=CC=CC=1)C(O)=O)C(O)=O)(=[O:8])C1C=CC=CC=1.[CH2:27]([O:34][C@H:35]([C@@H:37]([NH:40][NH2:41])[CH2:38][CH3:39])[CH3:36])[C:28]1[CH:33]=[CH:32][CH:31]=[CH:30][CH:29]=1, predict the reaction product. The product is: [CH2:27]([O:34][C@H:35]([C@@H:37]([NH:40][NH:41][CH:1]=[O:8])[CH2:38][CH3:39])[CH3:36])[C:28]1[CH:33]=[CH:32][CH:31]=[CH:30][CH:29]=1. (7) Given the reactants [CH:1]([C:4]1[CH:12]=[CH:11][CH:10]=[C:9]2[C:5]=1[CH2:6][N:7]([CH2:27][C:28]1[C:33]([CH3:34])=[CH:32][C:31]([CH3:35])=[CH:30][C:29]=1[CH3:36])[CH:8]2[C:13]([NH:15][S:16]([C:19]1[C:20]([O:25]C)=[N:21][CH:22]=[CH:23][CH:24]=1)(=[O:18])=[O:17])=[O:14])([CH3:3])[CH3:2].Br, predict the reaction product. The product is: [CH:1]([C:4]1[CH:12]=[CH:11][CH:10]=[C:9]2[C:5]=1[CH2:6][N:7]([CH2:27][C:28]1[C:29]([CH3:36])=[CH:30][C:31]([CH3:35])=[CH:32][C:33]=1[CH3:34])[CH:8]2[C:13]([NH:15][S:16]([C:19]1[C:20](=[O:25])[NH:21][CH:22]=[CH:23][CH:24]=1)(=[O:18])=[O:17])=[O:14])([CH3:3])[CH3:2]. (8) Given the reactants [NH2:1][C:2]1[C:3]([F:23])=[CH:4][C:5]([CH3:22])=[C:6]([C:8]2[C:9](=[O:21])[N:10]([CH2:19][CH3:20])[C:11]3[C:16]([CH:17]=2)=[CH:15][N:14]=[C:13](Cl)[CH:12]=3)[CH:7]=1.[CH3:24][O:25][CH2:26][CH2:27][NH2:28], predict the reaction product. The product is: [NH2:1][C:2]1[C:3]([F:23])=[CH:4][C:5]([CH3:22])=[C:6]([C:8]2[C:9](=[O:21])[N:10]([CH2:19][CH3:20])[C:11]3[C:16]([CH:17]=2)=[CH:15][N:14]=[C:13]([NH:28][CH2:27][CH2:26][O:25][CH3:24])[CH:12]=3)[CH:7]=1.